From a dataset of Forward reaction prediction with 1.9M reactions from USPTO patents (1976-2016). Predict the product of the given reaction. (1) Given the reactants [C:1]([N:4]1[CH2:9][CH2:8][CH:7]([C:10]2[C:11]3[CH:21]=[CH:20][CH:19]=[C:18]([C:22]([F:25])([F:24])[F:23])[C:12]=3[S:13][C:14]=2C(O)=O)[CH2:6][CH2:5]1)(=[O:3])[CH3:2].N1C2C(=CC=CC=2)C=CC=1, predict the reaction product. The product is: [F:25][C:22]([F:23])([F:24])[C:18]1[C:12]2[S:13][CH:14]=[C:10]([CH:7]3[CH2:6][CH2:5][N:4]([C:1](=[O:3])[CH3:2])[CH2:9][CH2:8]3)[C:11]=2[CH:21]=[CH:20][CH:19]=1. (2) Given the reactants Cl[C:2]1[C:3](=[O:16])[NH:4][C:5]2[C:10]([N:11]=1)=[CH:9][C:8]([C:12]([O:14][CH3:15])=[O:13])=[CH:7][CH:6]=2.[NH:17]1[C:26]2[C:21](=[CH:22][C:23]([C:27]#[N:28])=[CH:24][CH:25]=2)[CH2:20][CH2:19][CH2:18]1, predict the reaction product. The product is: [C:27]([C:23]1[CH:22]=[C:21]2[C:26](=[CH:25][CH:24]=1)[N:17]([C:2]1[C:3](=[O:16])[NH:4][C:5]3[C:10]([N:11]=1)=[CH:9][C:8]([C:12]([O:14][CH3:15])=[O:13])=[CH:7][CH:6]=3)[CH2:18][CH2:19][CH2:20]2)#[N:28]. (3) Given the reactants [N:1]([CH2:4][CH:5]1[O:9][C:8](=[O:10])[N:7]([C:11]2[CH:12]=[CH:13][C:14]3[CH2:20][CH2:19][C:18](=[O:21])[CH2:17][CH2:16][C:15]=3[CH:22]=2)[CH2:6]1)=[N+]=[N-].[H][H], predict the reaction product. The product is: [NH2:1][CH2:4][CH:5]1[O:9][C:8](=[O:10])[N:7]([C:11]2[CH:12]=[CH:13][C:14]3[CH2:20][CH2:19][C:18](=[O:21])[CH2:17][CH2:16][C:15]=3[CH:22]=2)[CH2:6]1. (4) Given the reactants [OH2:1].[C:2]([C:24](F)=[O:25])([C:5]([C:8]([C:11]([C:14]([C:17]([C:20]([F:23])([F:22])[F:21])([F:19])[F:18])([F:16])[F:15])([F:13])[F:12])([F:10])[F:9])([F:7])[F:6])([F:4])[F:3].F, predict the reaction product. The product is: [C:2]([C:24]([OH:25])=[O:1])([C:5]([C:8]([C:11]([C:14]([C:17]([C:20]([F:22])([F:21])[F:23])([F:19])[F:18])([F:15])[F:16])([F:12])[F:13])([F:10])[F:9])([F:6])[F:7])([F:3])[F:4].